Dataset: TCR-epitope binding with 47,182 pairs between 192 epitopes and 23,139 TCRs. Task: Binary Classification. Given a T-cell receptor sequence (or CDR3 region) and an epitope sequence, predict whether binding occurs between them. The epitope is VTEHDTLLY. The TCR CDR3 sequence is CASSSIWTSGREETQYF. Result: 1 (the TCR binds to the epitope).